From a dataset of Peptide-MHC class II binding affinity with 134,281 pairs from IEDB. Regression. Given a peptide amino acid sequence and an MHC pseudo amino acid sequence, predict their binding affinity value. This is MHC class II binding data. (1) The peptide sequence is PQVKYAVFEAALTKA. The MHC is HLA-DPA10201-DPB10101 with pseudo-sequence HLA-DPA10201-DPB10101. The binding affinity (normalized) is 0.638. (2) The peptide sequence is GLDVVDAVSNALIKS. The MHC is DRB1_0101 with pseudo-sequence DRB1_0101. The binding affinity (normalized) is 0.623.